This data is from Full USPTO retrosynthesis dataset with 1.9M reactions from patents (1976-2016). The task is: Predict the reactants needed to synthesize the given product. Given the product [CH3:1][N:2]1[C:6]([NH:7][C:8]2[N:9]=[CH:10][C:11]3[CH2:17][CH2:16][NH:15][CH2:14][C:12]=3[N:13]=2)=[CH:5][CH:4]=[N:3]1, predict the reactants needed to synthesize it. The reactants are: [CH3:1][N:2]1[C:6]([NH:7][C:8]2[N:9]=[CH:10][C:11]3[CH2:17][CH2:16][N:15](C(OC(C)(C)C)=O)[CH2:14][C:12]=3[N:13]=2)=[CH:5][CH:4]=[N:3]1.Cl.O1CCOCC1.N.CO.